From a dataset of Forward reaction prediction with 1.9M reactions from USPTO patents (1976-2016). Predict the product of the given reaction. (1) The product is: [NH2:23][C:18]1[CH:19]=[N:20][N:21]([CH3:22])[C:17]=1[N:14]1[CH2:15][CH2:16][CH:11]([CH2:10][N:2]([CH3:1])[C:3](=[O:9])[O:4][C:5]([CH3:6])([CH3:7])[CH3:8])[CH2:12][CH2:13]1. Given the reactants [CH3:1][N:2]([CH2:10][CH:11]1[CH2:16][CH2:15][N:14]([C:17]2[N:21]([CH3:22])[N:20]=[CH:19][C:18]=2[N+:23]([O-])=O)[CH2:13][CH2:12]1)[C:3](=[O:9])[O:4][C:5]([CH3:8])([CH3:7])[CH3:6], predict the reaction product. (2) Given the reactants [CH3:1][N:2]([CH3:16])[S:3](OB(C1C=CC=CC=1C)O)(=[O:5])=[O:4].Cl[C:18]1[N:23]=[C:22]2[CH:24]=[C:25]([C:32]3[CH:37]=[CH:36][CH:35]=[CH:34][C:33]=3[Cl:38])[N:26]([C:27]([O:29][CH2:30][CH3:31])=[O:28])[C:21]2=[CH:20][CH:19]=1.C[CH:40]([C:42]1[CH:47]=[C:46](C(C)C)[C:45](C2C=CC=CC=2P(C2CCCCC2)C2CCCCC2)=[C:44](C(C)C)[CH:43]=1)C.C(N(CC)CC)C, predict the reaction product. The product is: [CH2:30]([O:29][C:27]([N:26]1[C:21]2[C:22](=[N:23][C:18]([C:43]3[CH:44]=[CH:45][C:46]([S:3](=[O:5])(=[O:4])[N:2]([CH3:16])[CH3:1])=[CH:47][C:42]=3[CH3:40])=[CH:19][CH:20]=2)[CH:24]=[C:25]1[C:32]1[CH:37]=[CH:36][CH:35]=[CH:34][C:33]=1[Cl:38])=[O:28])[CH3:31]. (3) The product is: [C:2]1([NH:1][C:9]2[C:10](=[CH:14][C:15]([N+:18]([O-:20])=[O:19])=[CH:16][CH:17]=2)[C:11]([OH:13])=[O:12])[CH:7]=[CH:6][CH:5]=[CH:4][CH:3]=1. Given the reactants [NH2:1][C:2]1[CH:7]=[CH:6][CH:5]=[CH:4][CH:3]=1.Cl[C:9]1[CH:17]=[CH:16][C:15]([N+:18]([O-:20])=[O:19])=[CH:14][C:10]=1[C:11]([OH:13])=[O:12].C(=O)([O-])[O-].[Na+].[Na+].C, predict the reaction product. (4) Given the reactants S(Cl)([Cl:3])=O.[NH2:5][CH2:6][C@H:7]1[CH2:12][CH2:11][C@H:10]([C:13]([OH:15])=[O:14])[CH2:9][CH2:8]1.[CH3:16]O, predict the reaction product. The product is: [ClH:3].[CH3:16][O:14][C:13]([C@H:10]1[CH2:9][CH2:8][C@H:7]([CH2:6][NH2:5])[CH2:12][CH2:11]1)=[O:15]. (5) Given the reactants [CH3:1][C:2]1([CH3:12])[O:7][C:6]2[CH:8]=[CH:9][N:10]=[CH:11][C:5]=2[NH:4][CH2:3]1.[Br:13][C:14]1[CH:15]=[C:16]([CH:20]=[C:21]([Br:25])[C:22]=1[O:23][CH3:24])[C:17](Cl)=[O:18], predict the reaction product. The product is: [Br:13][C:14]1[CH:15]=[C:16]([C:17]([N:4]2[CH2:3][C:2]([CH3:12])([CH3:1])[O:7][C:6]3[CH:8]=[CH:9][N:10]=[CH:11][C:5]2=3)=[O:18])[CH:20]=[C:21]([Br:25])[C:22]=1[O:23][CH3:24].